This data is from CYP2C19 inhibition data for predicting drug metabolism from PubChem BioAssay. The task is: Regression/Classification. Given a drug SMILES string, predict its absorption, distribution, metabolism, or excretion properties. Task type varies by dataset: regression for continuous measurements (e.g., permeability, clearance, half-life) or binary classification for categorical outcomes (e.g., BBB penetration, CYP inhibition). Dataset: cyp2c19_veith. (1) The compound is CC(=O)c1cccc(NC(=O)CCC2CCCC2)c1. The result is 1 (inhibitor). (2) The drug is O=C(c1ccc2nc3ccc(Cl)cc3c(=O)n2c1)N1CCOCC1. The result is 0 (non-inhibitor). (3) The compound is NC(N)=Nc1ccc(-c2ccc(N=C(N)N)cc2)cc1.O=S(=O)(O)O. The result is 0 (non-inhibitor).